This data is from Reaction yield outcomes from USPTO patents with 853,638 reactions. The task is: Predict the reaction yield, written as a fraction of the theoretical maximum amount of product (1.0 means a 100% yield; for example, 0.34 means a 34% yield). (1) The reactants are Cl[C:2]1[N:13]=[C:12]([NH:14][CH:15]2[CH2:20][CH2:19][CH:18]([N:21]([CH3:23])[CH3:22])[CH2:17][CH2:16]2)[C:11]2[C:10]3[CH2:9][CH2:8][CH2:7][C:6]=3[S:5][C:4]=2[N:3]=1.CO.[NH3:26]. No catalyst specified. The product is [CH3:22][N:21]([CH3:23])[CH:18]1[CH2:19][CH2:20][CH:15]([NH:14][C:12]2[C:11]3[C:10]4[CH2:9][CH2:8][CH2:7][C:6]=4[S:5][C:4]=3[N:3]=[C:2]([NH2:26])[N:13]=2)[CH2:16][CH2:17]1. The yield is 0.170. (2) The reactants are [F:1][C:2]1[C:10]([CH2:11][NH:12][C:13](=[O:19])[O:14][C:15]([CH3:18])([CH3:17])[CH3:16])=[CH:9][CH:8]=[C:7]2[C:3]=1[CH:4]=[CH:5][NH:6]2.C1C(=O)N([Cl:27])C(=O)C1. The catalyst is C(Cl)Cl. The product is [Cl:27][C:4]1[C:3]2[C:7](=[CH:8][CH:9]=[C:10]([CH2:11][NH:12][C:13](=[O:19])[O:14][C:15]([CH3:16])([CH3:18])[CH3:17])[C:2]=2[F:1])[NH:6][CH:5]=1. The yield is 0.850. (3) The reactants are [CH2:1]([O:8][C@H:9]1[C@H:14]([O:15][CH2:16][C:17]2[CH:22]=[CH:21][CH:20]=[CH:19][CH:18]=2)[C@H:13]([O:23][CH2:24][C:25]2[CH:30]=[CH:29][CH:28]=[CH:27][CH:26]=2)[C@@H:12]([O:31][CH2:32][C:33]2[CH:38]=[CH:37][CH:36]=[CH:35][CH:34]=2)[O:11][C@@H:10]1[C@H:39]([O:41]C(=O)C1C=CC([N+]([O-])=O)=CC=1)[CH3:40])[C:2]1[CH:7]=[CH:6][CH:5]=[CH:4][CH:3]=1.C1COCC1.O.[OH-].[Na+]. The catalyst is CCO. The product is [CH2:1]([O:8][C@H:9]1[C@H:14]([O:15][CH2:16][C:17]2[CH:22]=[CH:21][CH:20]=[CH:19][CH:18]=2)[C@H:13]([O:23][CH2:24][C:25]2[CH:26]=[CH:27][CH:28]=[CH:29][CH:30]=2)[C@@H:12]([O:31][CH2:32][C:33]2[CH:34]=[CH:35][CH:36]=[CH:37][CH:38]=2)[O:11][C@@H:10]1[C@H:39]([OH:41])[CH3:40])[C:2]1[CH:7]=[CH:6][CH:5]=[CH:4][CH:3]=1. The yield is 0.810.